Dataset: Reaction yield outcomes from USPTO patents with 853,638 reactions. Task: Predict the reaction yield, written as a fraction of the theoretical maximum amount of product (1.0 means a 100% yield; for example, 0.34 means a 34% yield). (1) The product is [Cl:1][C:2]1[N:3]=[CH:4][C:5]([C@H:8]2[CH2:12][CH2:11][CH2:10][C@H:9]2[S:13]([CH3:14])=[N:17][C:16]#[N:15])=[CH:6][CH:7]=1. The yield is 0.850. The catalyst is C(Cl)Cl. The reactants are [Cl:1][C:2]1[CH:7]=[CH:6][C:5]([C@@H:8]2[CH2:12][CH2:11][CH2:10][C@@H:9]2[S:13][CH3:14])=[CH:4][N:3]=1.[N:15]#[C:16][NH2:17].C(O)(=O)C.C(O)(=O)C.IC1C=CC=CC=1.CO. (2) The reactants are [NH2:1][C:2]1[CH:7]=[CH:6][CH:5]=[C:4]([C:8]([CH:10]2[CH2:15][CH2:14][N:13]([CH3:16])[CH2:12][CH2:11]2)=[O:9])[N:3]=1.[Cl:17][C:18]1[CH:26]=[CH:25][CH:24]=[C:23]([F:27])[C:19]=1[C:20](Cl)=[O:21]. The catalyst is O1CCOCC1. The product is [ClH:17].[Cl:17][C:18]1[CH:26]=[CH:25][CH:24]=[C:23]([F:27])[C:19]=1[C:20]([NH:1][C:2]1[CH:7]=[CH:6][CH:5]=[C:4]([C:8]([CH:10]2[CH2:15][CH2:14][N:13]([CH3:16])[CH2:12][CH2:11]2)=[O:9])[N:3]=1)=[O:21]. The yield is 0.940. (3) The reactants are [C:1]([NH:4][CH2:5][CH2:6][CH:7]1[C:15]2[C:10](=[CH:11][CH:12]=[C:13]([NH:17][C:18](=[O:22])[CH:19]([CH3:21])[CH3:20])[C:14]=2O)[CH2:9][CH2:8]1)(=[O:3])[CH3:2].C1(C)C=CC(S([O-])(=O)=O)=CC=1.[NH+]1C=CC=CC=1. The catalyst is C1(C)C(C)=CC=CC=1. The product is [CH:19]([C:18]1[O:22][C:14]2[C:15]3[CH:7]([CH2:6][CH2:5][NH:4][C:1](=[O:3])[CH3:2])[CH2:8][CH2:9][C:10]=3[CH:11]=[CH:12][C:13]=2[N:17]=1)([CH3:20])[CH3:21]. The yield is 0.570. (4) The reactants are [Cl:1][C:2]1[CH:3]=[C:4]([N+:19]([O-])=O)[CH:5]=[CH:6][C:7]=1[O:8][C:9]1[CH:10]=[N:11][C:12]2[C:17]([CH:18]=1)=[CH:16][CH:15]=[CH:14][CH:13]=2.[NH4+].[Cl-].O. The catalyst is CCO.[Fe]. The product is [Cl:1][C:2]1[CH:3]=[C:4]([NH2:19])[CH:5]=[CH:6][C:7]=1[O:8][C:9]1[CH:10]=[N:11][C:12]2[C:17]([CH:18]=1)=[CH:16][CH:15]=[CH:14][CH:13]=2. The yield is 0.950.